This data is from TCR-epitope binding with 47,182 pairs between 192 epitopes and 23,139 TCRs. The task is: Binary Classification. Given a T-cell receptor sequence (or CDR3 region) and an epitope sequence, predict whether binding occurs between them. The epitope is VVYRGTTTY. The TCR CDR3 sequence is CASSEGPMNTEAFF. Result: 0 (the TCR does not bind to the epitope).